This data is from NCI-60 drug combinations with 297,098 pairs across 59 cell lines. The task is: Regression. Given two drug SMILES strings and cell line genomic features, predict the synergy score measuring deviation from expected non-interaction effect. (1) Drug 1: CC12CCC3C(C1CCC2=O)CC(=C)C4=CC(=O)C=CC34C. Drug 2: CC12CCC3C(C1CCC2O)C(CC4=C3C=CC(=C4)O)CCCCCCCCCS(=O)CCCC(C(F)(F)F)(F)F. Cell line: CAKI-1. Synergy scores: CSS=24.3, Synergy_ZIP=0.111, Synergy_Bliss=-1.25, Synergy_Loewe=0.887, Synergy_HSA=0.0232. (2) Drug 1: C1=C(C(=O)NC(=O)N1)F. Drug 2: CC1C(C(CC(O1)OC2CC(CC3=C2C(=C4C(=C3O)C(=O)C5=C(C4=O)C(=CC=C5)OC)O)(C(=O)CO)O)N)O.Cl. Cell line: A549. Synergy scores: CSS=52.7, Synergy_ZIP=-10.0, Synergy_Bliss=-15.6, Synergy_Loewe=-8.13, Synergy_HSA=-7.02. (3) Drug 1: C1=C(C(=O)NC(=O)N1)N(CCCl)CCCl. Drug 2: CC1=C(C(=CC=C1)Cl)NC(=O)C2=CN=C(S2)NC3=CC(=NC(=N3)C)N4CCN(CC4)CCO. Cell line: RPMI-8226. Synergy scores: CSS=23.0, Synergy_ZIP=-4.10, Synergy_Bliss=-5.44, Synergy_Loewe=-5.61, Synergy_HSA=-5.42. (4) Drug 1: CC1OCC2C(O1)C(C(C(O2)OC3C4COC(=O)C4C(C5=CC6=C(C=C35)OCO6)C7=CC(=C(C(=C7)OC)O)OC)O)O. Drug 2: CC1=CC=C(C=C1)C2=CC(=NN2C3=CC=C(C=C3)S(=O)(=O)N)C(F)(F)F. Cell line: NCI/ADR-RES. Synergy scores: CSS=-1.24, Synergy_ZIP=-0.948, Synergy_Bliss=-2.81, Synergy_Loewe=-3.59, Synergy_HSA=-3.09. (5) Drug 1: CC1C(C(=O)NC(C(=O)N2CCCC2C(=O)N(CC(=O)N(C(C(=O)O1)C(C)C)C)C)C(C)C)NC(=O)C3=C4C(=C(C=C3)C)OC5=C(C(=O)C(=C(C5=N4)C(=O)NC6C(OC(=O)C(N(C(=O)CN(C(=O)C7CCCN7C(=O)C(NC6=O)C(C)C)C)C)C(C)C)C)N)C. Drug 2: CN(C(=O)NC(C=O)C(C(C(CO)O)O)O)N=O. Cell line: HCT-15. Synergy scores: CSS=0.715, Synergy_ZIP=0.773, Synergy_Bliss=-0.949, Synergy_Loewe=-2.83, Synergy_HSA=-2.06. (6) Drug 1: CC(CN1CC(=O)NC(=O)C1)N2CC(=O)NC(=O)C2. Drug 2: CCN(CC)CCNC(=O)C1=C(NC(=C1C)C=C2C3=C(C=CC(=C3)F)NC2=O)C. Cell line: RPMI-8226. Synergy scores: CSS=31.5, Synergy_ZIP=2.41, Synergy_Bliss=1.63, Synergy_Loewe=-3.21, Synergy_HSA=-1.95. (7) Drug 1: C1=CC(=CC=C1C#N)C(C2=CC=C(C=C2)C#N)N3C=NC=N3. Drug 2: CC1=C2C(C(=O)C3(C(CC4C(C3C(C(C2(C)C)(CC1OC(=O)C(C(C5=CC=CC=C5)NC(=O)OC(C)(C)C)O)O)OC(=O)C6=CC=CC=C6)(CO4)OC(=O)C)O)C)O. Cell line: HT29. Synergy scores: CSS=3.16, Synergy_ZIP=11.7, Synergy_Bliss=16.6, Synergy_Loewe=-3.55, Synergy_HSA=-2.27.